Dataset: Catalyst prediction with 721,799 reactions and 888 catalyst types from USPTO. Task: Predict which catalyst facilitates the given reaction. (1) Reactant: C(OC(=O)[NH:7][CH2:8][CH2:9][O:10][C:11]1[CH:16]=[CH:15][C:14]([CH2:17][C:18]2[NH:22][C:21]([CH3:23])=[N:20][N:19]=2)=[CH:13][CH:12]=1)(C)(C)C.FC(F)(F)C(O)=O. Product: [CH3:23][C:21]1[NH:22][C:18]([CH2:17][C:14]2[CH:15]=[CH:16][C:11]([O:10][CH2:9][CH2:8][NH2:7])=[CH:12][CH:13]=2)=[N:19][N:20]=1. The catalyst class is: 2. (2) Reactant: [CH2:1]1[C:10]2[C:5]3=[C:6]([CH2:11][CH2:12][CH2:13][N:4]3[C:3](=[O:14])[CH2:2]1)[CH:7]=[CH:8][CH:9]=2.[Br:15]N1C(=O)CCC1=O.O.CC(C)=O.CCOCC. Product: [Br:15][C:8]1[CH:9]=[C:10]2[C:5]3=[C:6]([CH2:11][CH2:12][CH2:13][N:4]3[C:3](=[O:14])[CH2:2][CH2:1]2)[CH:7]=1. The catalyst class is: 3. (3) Reactant: [NH2:1][C:2]1[CH:21]=[CH:20][CH:19]=[C:18]([F:22])[C:3]=1[O:4][CH2:5][C@H:6]([NH:10][C:11]([O:13][C:14]([CH3:17])([CH3:16])[CH3:15])=[O:12])[C:7](O)=[O:8].CCN=C=NCCCN(C)C. Product: [F:22][C:18]1[C:3]2[O:4][CH2:5][C@H:6]([NH:10][C:11](=[O:12])[O:13][C:14]([CH3:17])([CH3:16])[CH3:15])[C:7](=[O:8])[NH:1][C:2]=2[CH:21]=[CH:20][CH:19]=1. The catalyst class is: 31. (4) Reactant: O([C:9]([O:11][C:12]([CH3:15])([CH3:14])[CH3:13])=[O:10])[C:9]([O:11][C:12]([CH3:15])([CH3:14])[CH3:13])=[O:10].[C:16]1([NH2:23])[CH:21]=[CH:20][CH:19]=[C:18]([NH2:22])[CH:17]=1. The catalyst class is: 4. Product: [C:12]([O:11][C:9](=[O:10])[NH:22][C:18]1[CH:19]=[CH:20][CH:21]=[C:16]([NH2:23])[CH:17]=1)([CH3:13])([CH3:14])[CH3:15]. (5) Reactant: Cl[C:2]1[CH:9]=[CH:8][C:5]([C:6]#[N:7])=[C:4]([N+:10]([O-:12])=[O:11])[CH:3]=1.[NH:13]1[CH2:18][CH2:17][O:16][CH2:15][CH2:14]1. Product: [O:16]1[CH2:17][CH2:18][N:13]([C:2]2[CH:9]=[CH:8][C:5]([C:6]#[N:7])=[C:4]([N+:10]([O-:12])=[O:11])[CH:3]=2)[CH2:14][CH2:15]1. The catalyst class is: 16. (6) Product: [CH:31]([C:16]1[N:17]=[C:18]([C:20]2[CH:21]=[CH:22][C:23]([O:26][C:27]([F:29])([F:30])[F:28])=[CH:24][CH:25]=2)[O:19][C:15]=1[CH:13]([O:12][C:9]1[CH:10]=[CH:11][C:6]([CH2:5][CH2:4][C:3]([OH:35])=[O:2])=[C:7]([CH3:34])[CH:8]=1)[CH3:14])([CH3:32])[CH3:33]. The catalyst class is: 92. Reactant: C[O:2][C:3](=[O:35])[CH2:4][CH2:5][C:6]1[CH:11]=[CH:10][C:9]([O:12][CH:13]([C:15]2[O:19][C:18]([C:20]3[CH:25]=[CH:24][C:23]([O:26][C:27]([F:30])([F:29])[F:28])=[CH:22][CH:21]=3)=[N:17][C:16]=2[CH:31]([CH3:33])[CH3:32])[CH3:14])=[CH:8][C:7]=1[CH3:34].[OH-].[Na+].Cl. (7) Reactant: [CH3:1][O:2][C:3]1[CH:4]=[C:5]([NH:14][C:15](=[O:23])OC2C=CC=CC=2)[CH:6]=[N:7][C:8]=1[N:9]1[CH2:13][CH2:12][CH2:11][CH2:10]1.[Cl:24][C:25]1[CH:26]=[C:27]([N:31]2[C:35]([CH2:36][NH2:37])=[CH:34][C:33]([C:38]([F:41])([F:40])[F:39])=[N:32]2)[CH:28]=[CH:29][CH:30]=1.C(N(CC)CC)C. Product: [Cl:24][C:25]1[CH:26]=[C:27]([N:31]2[C:35]([CH2:36][NH:37][C:15]([NH:14][C:5]3[CH:6]=[N:7][C:8]([N:9]4[CH2:10][CH2:11][CH2:12][CH2:13]4)=[C:3]([O:2][CH3:1])[CH:4]=3)=[O:23])=[CH:34][C:33]([C:38]([F:39])([F:40])[F:41])=[N:32]2)[CH:28]=[CH:29][CH:30]=1. The catalyst class is: 58. (8) Reactant: [C:1]([C:3]1[CH:8]=[CH:7][C:6]([N:9]2[C:13](=[O:14])[C:12]([CH3:16])([CH3:15])[N:11]([C:17]3[CH:36]=[CH:35][C:20]([O:21][CH:22]4[CH2:27][CH2:26][N:25](C(OC(C)(C)C)=O)[CH2:24][CH2:23]4)=[C:19]([F:37])[CH:18]=3)[C:10]2=[S:38])=[CH:5][C:4]=1[C:39]([F:42])([F:41])[F:40])#[N:2]. Product: [F:37][C:19]1[CH:18]=[C:17]([N:11]2[C:12]([CH3:16])([CH3:15])[C:13](=[O:14])[N:9]([C:6]3[CH:7]=[CH:8][C:3]([C:1]#[N:2])=[C:4]([C:39]([F:42])([F:40])[F:41])[CH:5]=3)[C:10]2=[S:38])[CH:36]=[CH:35][C:20]=1[O:21][CH:22]1[CH2:23][CH2:24][NH:25][CH2:26][CH2:27]1. The catalyst class is: 209. (9) Reactant: NCCC1N=CNC=1.[C:9]([N:16]1[CH:20]=[CH:19]N=C1)([N:11]1[CH:15]=[CH:14][N:13]=[CH:12]1)=[O:10]. Product: [CH:14]1[N:13]=[CH:12][N:11]2[C:15]=1[CH2:19][CH2:20][NH:16][C:9]2=[O:10]. The catalyst class is: 9. (10) Reactant: S(Cl)([Cl:4])(=O)=O.[C:6]([C:8]1[CH:28]=[CH:27][C:11]([O:12][CH:13]2[CH2:18][CH2:17][CH:16]([NH:19]C(=O)OC(C)(C)C)[CH2:15][CH2:14]2)=[CH:10][C:9]=1[F:29])#[N:7]. Product: [NH2:19][C@H:16]1[CH2:17][CH2:18][C@H:13]([O:12][C:11]2[C:27]([Cl:4])=[CH:28][C:8]([C:6]#[N:7])=[C:9]([F:29])[CH:10]=2)[CH2:14][CH2:15]1. The catalyst class is: 15.